From a dataset of Catalyst prediction with 721,799 reactions and 888 catalyst types from USPTO. Predict which catalyst facilitates the given reaction. (1) Reactant: [OH-].[Na+].[CH3:3][C:4]([O:7][C:8](O[C:8]([O:7][C:4]([CH3:6])([CH3:5])[CH3:3])=[O:9])=[O:9])([CH3:6])[CH3:5].[Br:18][C:19]1[CH:24]=[CH:23][C:22]([C@@H:25]2[CH2:27][C@H:26]2[NH:28][CH2:29][CH:30]2[CH2:35][CH2:34][N:33]([C:36]([O:38][C:39]([CH3:42])([CH3:41])[CH3:40])=[O:37])[CH2:32][CH2:31]2)=[CH:21][CH:20]=1.O. Product: [Br:18][C:19]1[CH:20]=[CH:21][C:22]([C@@H:25]2[CH2:27][C@H:26]2[N:28]([CH2:29][CH:30]2[CH2:35][CH2:34][N:33]([C:36]([O:38][C:39]([CH3:42])([CH3:41])[CH3:40])=[O:37])[CH2:32][CH2:31]2)[C:8]([O:7][C:4]([CH3:6])([CH3:5])[CH3:3])=[O:9])=[CH:23][CH:24]=1. The catalyst class is: 12. (2) Reactant: FC(F)(F)C(O)=O.[CH:8]1([CH2:11][CH2:12][O:13][C:14]2[NH:15][C:16]([NH2:25])=[C:17]3[C:21]([N:22]=2)=[N:20][C:19]([O:23][CH3:24])=[N:18]3)[CH2:10][CH2:9]1.C(=O)([O-])[O-].[K+].[K+].CS(O[CH2:37][CH:38]1[CH2:42][CH2:41][O:40][CH2:39]1)(=O)=O.ClC1N=C2C(N=CN2CC2CCOCC2)=C(Cl)N=1. Product: [CH:8]1([CH2:11][CH2:12][O:13][C:14]2[N:22]=[C:21]3[C:17]([N:18]=[C:19]([O:23][CH3:24])[N:20]3[CH2:37][CH:38]3[CH2:42][CH2:41][O:40][CH2:39]3)=[C:16]([NH2:25])[N:15]=2)[CH2:10][CH2:9]1. The catalyst class is: 42. (3) Reactant: [NH2:1][C@H:2]([C:4]1[N:8]([CH:9]2[CH2:11][CH2:10]2)[C:7]2[C:12]([C:16]([NH:18][CH3:19])=[O:17])=[CH:13][CH:14]=[CH:15][C:6]=2[N:5]=1)[CH3:3].Cl[C:21]1[N:26]=[CH:25][N:24]=[C:23]([NH2:27])[C:22]=1[C:28]([F:31])([F:30])[F:29].CCN(C(C)C)C(C)C. Product: [NH2:27][C:23]1[N:24]=[CH:25][N:26]=[C:21]([NH:1][C@H:2]([C:4]2[N:8]([CH:9]3[CH2:10][CH2:11]3)[C:7]3[C:12]([C:16]([NH:18][CH3:19])=[O:17])=[CH:13][CH:14]=[CH:15][C:6]=3[N:5]=2)[CH3:3])[C:22]=1[C:28]([F:31])([F:30])[F:29]. The catalyst class is: 51. (4) Reactant: [F:1][C:2]1[CH:7]=[CH:6][C:5]([C@H:8]([CH3:21])[CH2:9][N:10]2C(=O)C3C(=CC=CC=3)C2=O)=[CH:4][CH:3]=1.NN. Product: [F:1][C:2]1[CH:3]=[CH:4][C:5]([C@H:8]([CH3:21])[CH2:9][NH2:10])=[CH:6][CH:7]=1. The catalyst class is: 11. (5) Reactant: [CH2:1]([O:4][C:5]1[N:6]([C:15]2[CH:20]=[CH:19][C:18]([O:21][CH2:22][C:23]([F:26])([F:25])[F:24])=[CH:17][CH:16]=2)[C:7](=[O:14])[C:8]2[CH:13]=[CH:12][NH:11][C:9]=2[N:10]=1)[CH2:2][CH3:3].C(O)(=[O:29])C.C(O)(=O)C.I(C1C=CC=CC=1)=O. Product: [CH2:1]([O:4][C:5]1[N:6]([C:15]2[CH:16]=[CH:17][C:18]([O:21][CH2:22][C:23]([F:24])([F:26])[F:25])=[CH:19][CH:20]=2)[C:7](=[O:14])[C:8]2[CH2:13][C:12](=[O:29])[NH:11][C:9]=2[N:10]=1)[CH2:2][CH3:3]. The catalyst class is: 15. (6) Reactant: C([Li])CCC.Br[C:7]1[CH:8]=[C:9]2[C:14](=[CH:15][CH:16]=1)[N:13]=[C:12]([O:17][CH3:18])[C:11]([CH2:19][N:20]1[CH2:25][CH2:24][CH:23]([C:26]([F:29])([F:28])[F:27])[CH2:22][CH2:21]1)=[C:10]2[Cl:30].[CH3:31][N:32]1[C:36]([C:37]([C:39]2[CH:44]=[CH:43][N:42]=[C:41]([C:45]([F:48])([F:47])[F:46])[CH:40]=2)=[O:38])=[CH:35][N:34]=[CH:33]1. Product: [Cl:30][C:10]1[C:9]2[C:14](=[CH:15][CH:16]=[C:7]([C:37]([C:36]3[N:32]([CH3:31])[CH:33]=[N:34][CH:35]=3)([C:39]3[CH:44]=[CH:43][N:42]=[C:41]([C:45]([F:48])([F:46])[F:47])[CH:40]=3)[OH:38])[CH:8]=2)[N:13]=[C:12]([O:17][CH3:18])[C:11]=1[CH2:19][N:20]1[CH2:25][CH2:24][CH:23]([C:26]([F:29])([F:28])[F:27])[CH2:22][CH2:21]1. The catalyst class is: 1. (7) Reactant: [Cl:1][C:2]1[N:7]=[N:6][C:5]([NH2:8])=[CH:4][CH:3]=1.Cl[CH:10]([C:16](=O)[CH3:17])[C:11]([O:13][CH2:14][CH3:15])=[O:12]. Product: [Cl:1][C:2]1[CH:3]=[CH:4][C:5]2[N:6]([C:10]([C:11]([O:13][CH2:14][CH3:15])=[O:12])=[C:16]([CH3:17])[N:8]=2)[N:7]=1. The catalyst class is: 14.